This data is from NCI-60 drug combinations with 297,098 pairs across 59 cell lines. The task is: Regression. Given two drug SMILES strings and cell line genomic features, predict the synergy score measuring deviation from expected non-interaction effect. (1) Drug 1: C1=CC(=CC=C1C#N)C(C2=CC=C(C=C2)C#N)N3C=NC=N3. Drug 2: CS(=O)(=O)CCNCC1=CC=C(O1)C2=CC3=C(C=C2)N=CN=C3NC4=CC(=C(C=C4)OCC5=CC(=CC=C5)F)Cl. Cell line: 786-0. Synergy scores: CSS=3.12, Synergy_ZIP=1.03, Synergy_Bliss=1.60, Synergy_Loewe=-9.42, Synergy_HSA=-9.21. (2) Drug 1: CCCCCOC(=O)NC1=NC(=O)N(C=C1F)C2C(C(C(O2)C)O)O. Drug 2: C1=CC=C(C=C1)NC(=O)CCCCCCC(=O)NO. Cell line: LOX IMVI. Synergy scores: CSS=-1.74, Synergy_ZIP=-1.95, Synergy_Bliss=-1.01, Synergy_Loewe=-11.5, Synergy_HSA=-2.35.